This data is from Forward reaction prediction with 1.9M reactions from USPTO patents (1976-2016). The task is: Predict the product of the given reaction. (1) Given the reactants [C:1]([O:5][C:6]([NH:8][C@H:9]([CH2:21][C:22]1[CH:27]=[C:26]([F:28])[C:25]([F:29])=[CH:24][C:23]=1[F:30])[CH2:10][C:11]([N:13]1[CH2:17][CH2:16][S:15][CH:14]1[C:18]([OH:20])=O)=[O:12])=[O:7])([CH3:4])([CH3:3])[CH3:2].[CH2:31]([NH2:38])[C:32]1[CH:37]=[CH:36][CH:35]=[CH:34][CH:33]=1.CCN=C=NCCCN(C)C.CCN(CC)CC, predict the reaction product. The product is: [CH2:31]([NH:38][C:18]([CH:14]1[N:13]([C:11](=[O:12])[CH2:10][C@H:9]([NH:8][C:6](=[O:7])[O:5][C:1]([CH3:2])([CH3:4])[CH3:3])[CH2:21][C:22]2[CH:27]=[C:26]([F:28])[C:25]([F:29])=[CH:24][C:23]=2[F:30])[CH2:17][CH2:16][S:15]1)=[O:20])[C:32]1[CH:37]=[CH:36][CH:35]=[CH:34][CH:33]=1. (2) Given the reactants Br[C:2]1[CH:3]=[N:4][C:5]([CH:8]2[CH2:10][CH2:9]2)=[CH:6][CH:7]=1.[CH:11]([C:13]1[CH:18]=[CH:17][C:16](B(O)O)=[CH:15][CH:14]=1)=[O:12].P([O-])([O-])([O-])=O.[K+].[K+].[K+].C(O)CO, predict the reaction product. The product is: [CH:8]1([C:5]2[N:4]=[CH:3][C:2]([C:16]3[CH:17]=[CH:18][C:13]([CH:11]=[O:12])=[CH:14][CH:15]=3)=[CH:7][CH:6]=2)[CH2:10][CH2:9]1. (3) Given the reactants [CH3:1][O:2][C:3]([C:5]1[CH:10]=[CH:9][C:8](B(O)O)=[CH:7][CH:6]=1)=[O:4].N1C=CC=CC=1C1C=CC=CN=1.[CH3:26][S:27][C:28]1[CH:29]=[C:30]([SH:34])[CH:31]=[CH:32][CH:33]=1.O, predict the reaction product. The product is: [CH3:26][S:27][C:28]1[CH:29]=[C:30]([S:34][C:8]2[CH:9]=[CH:10][C:5]([C:3]([O:2][CH3:1])=[O:4])=[CH:6][CH:7]=2)[CH:31]=[CH:32][CH:33]=1. (4) The product is: [CH:13]1[C:9]2[CH:10]=[CH:11][C:12]3[CH:2]=[CH:3][CH:4]=[CH:5][C:6]=3[C:7](=[C:17]3[CH2:18][CH2:19][N:20]([C:23](=[O:26])[CH2:24][NH:25][C:34](=[O:39])[C:35]([CH3:38])([CH3:37])[CH3:36])[CH2:21][CH2:22]3)[C:8]=2[CH:16]=[CH:15][CH:14]=1. Given the reactants Cl.[CH:2]1[C:12]2[CH:11]=[CH:10][C:9]3[CH:13]=[CH:14][CH:15]=[CH:16][C:8]=3[C:7](=[C:17]3[CH2:22][CH2:21][N:20]([C:23](=[O:26])[CH2:24][NH2:25])[CH2:19][CH2:18]3)[C:6]=2[CH:5]=[CH:4][CH:3]=1.C(N(CC)CC)C.[C:34](Cl)(=[O:39])[C:35]([CH3:38])([CH3:37])[CH3:36], predict the reaction product. (5) Given the reactants [F:1][C:2]([F:14])([F:13])[C:3]1[CH:12]=[CH:11][C:6]2[N:7]=[C:8]([NH2:10])[S:9][C:5]=2[CH:4]=1.[F:15][C:16]1[CH:17]=[C:18]([CH:22]=[CH:23][CH:24]=1)[C:19](Cl)=[O:20].Br[CH:26]([CH2:31][CH3:32])[C:27]([O:29]C)=[O:28].COC1C=CC2N=C(N)SC=2C=1.ClC1C=C(C=CC=1)C(Cl)=O.BrCC(OCC)=O, predict the reaction product. The product is: [F:15][C:16]1[CH:17]=[C:18]([CH:22]=[CH:23][CH:24]=1)[C:19]([N:10]=[C:8]1[N:7]([CH:26]([CH2:31][CH3:32])[C:27]([OH:29])=[O:28])[C:6]2[CH:11]=[CH:12][C:3]([C:2]([F:1])([F:13])[F:14])=[CH:4][C:5]=2[S:9]1)=[O:20]. (6) Given the reactants [C:1]([C:3]1[C:4]([NH:14][C:15]2[CH:25]=[CH:24][C:18]([C:19]([N:21]([CH3:23])[CH3:22])=[O:20])=[CH:17][CH:16]=2)=[N:5][N:6]([C:8]2[CH:13]=[CH:12][CH:11]=[CH:10][CH:9]=2)[CH:7]=1)#[N:2].[OH-].[Na+].CC[OH:30].OO, predict the reaction product. The product is: [CH3:22][N:21]([CH3:23])[C:19]([C:18]1[CH:17]=[CH:16][C:15]([NH:14][C:4]2[C:3]([C:1]([NH2:2])=[O:30])=[CH:7][N:6]([C:8]3[CH:9]=[CH:10][CH:11]=[CH:12][CH:13]=3)[N:5]=2)=[CH:25][CH:24]=1)=[O:20]. (7) Given the reactants Cl[CH2:2][C:3]1[CH:8]=[CH:7][N:6]=[C:5]([C:9]2[CH:14]=[CH:13][CH:12]=[CH:11][CH:10]=2)[N:4]=1.[C-:15]#[N:16].[Na+], predict the reaction product. The product is: [C:9]1([C:5]2[N:4]=[C:3]([CH2:2][C:15]#[N:16])[CH:8]=[CH:7][N:6]=2)[CH:14]=[CH:13][CH:12]=[CH:11][CH:10]=1.